From a dataset of Forward reaction prediction with 1.9M reactions from USPTO patents (1976-2016). Predict the product of the given reaction. (1) Given the reactants OC(C(F)(F)F)=O.[N:8]1([CH2:14][C:15]2[N:16]=[N:17][C:18]3[C:19](=[C:21]([NH2:26])[N:22]=[C:23]([NH2:25])[N:24]=3)[N:20]=2)[CH2:13][CH2:12][NH:11][CH2:10][CH2:9]1.[Cl:27][C:28]1[CH:35]=[CH:34][C:31]([CH2:32]Cl)=[CH:30][CH:29]=1.C(=O)([O-])[O-].[K+].[K+].CC#N.O, predict the reaction product. The product is: [Cl:27][C:28]1[CH:35]=[CH:34][C:31]([CH2:32][N:11]2[CH2:12][CH2:13][N:8]([CH2:14][C:15]3[N:16]=[N:17][C:18]4[C:19](=[C:21]([NH2:26])[N:22]=[C:23]([NH2:25])[N:24]=4)[N:20]=3)[CH2:9][CH2:10]2)=[CH:30][CH:29]=1. (2) Given the reactants [CH2:1]([CH:8]1[CH2:11][NH:10][CH2:9]1)[C:2]1[CH:7]=[CH:6][CH:5]=[CH:4][CH:3]=1.[C:12]1([CH2:18][CH2:19][C:20](Cl)=[O:21])[CH:17]=[CH:16][CH:15]=[CH:14][CH:13]=1.C(N(CC)CC)C, predict the reaction product. The product is: [CH2:1]([CH:8]1[CH2:9][N:10]([C:20](=[O:21])[CH2:19][CH2:18][C:12]2[CH:17]=[CH:16][CH:15]=[CH:14][CH:13]=2)[CH2:11]1)[C:2]1[CH:7]=[CH:6][CH:5]=[CH:4][CH:3]=1. (3) Given the reactants [CH2:1]1[C:6]([C:7]([NH2:9])=[O:8])=[CH:5][N:4]([CH:10]2[O:14][CH:13]([CH2:15][O:16][P:17]([O:20][P:21]([O:24][CH2:25][CH:26]3[O:30][CH:29]([N:31]4[C:35]5[N:36]=[CH:37][N:38]=[C:39]([NH2:40])[C:34]=5[N:33]=[CH:32]4)[CH:28]([O:41][P:42]([O-:45])([O-:44])=[O:43])[CH:27]3[OH:46])([O-:23])=[O:22])([O-:19])=[O:18])[CH:12]([OH:47])[CH:11]2[OH:48])[CH:3]=[CH:2]1.[Na+:49].[Na+].[Na+].[Na+].ClC(Cl)(P(=O)(O)O)P(=O)(O)O.Cl, predict the reaction product. The product is: [OH-:8].[Na+:49].[CH2:1]1[C:6]([C:7]([NH2:9])=[O:8])=[CH:5][N:4]([CH:10]2[O:14][CH:13]([CH2:15][O:16][P:17]([O:20][P:21]([O:24][CH2:25][CH:26]3[O:30][CH:29]([N:31]4[C:35]5[N:36]=[CH:37][N:38]=[C:39]([NH2:40])[C:34]=5[N:33]=[CH:32]4)[CH:28]([O:41][P:42]([O-:44])([O-:45])=[O:43])[CH:27]3[OH:46])([O-:23])=[O:22])([O-:19])=[O:18])[CH:12]([OH:47])[CH:11]2[OH:48])[CH:3]=[CH:2]1.[Na+:49].[Na+:49].[Na+:49].[Na+:49]. (4) Given the reactants C([Li])CCC.C(N[CH:10]([CH3:12])[CH3:11])(C)C.CN(C)[CH2:15][CH2:16]N(C)C.[C:21]([O:28][CH2:29][CH3:30])(=[O:27])[C:22](OCC)=O.C(O)(=O)C[C:33]([CH2:38][C:39]([OH:41])=[O:40])(C(O)=O)[OH:34].C1[CH2:48][O:47][CH2:46]C1, predict the reaction product. The product is: [CH2:29]([O:28][C:21]([C:22]1[O:41][C:39](=[O:40])[C:38]2[C:15]([CH:16]=1)=[CH:11][CH:10]=[CH:12][C:33]=2[O:34][CH2:46][O:47][CH3:48])=[O:27])[CH3:30]. (5) Given the reactants Cl[CH2:2][CH2:3][N:4]1[CH2:13][C@:12]([C:15]2[CH:20]=[C:19]([F:21])[CH:18]=[C:17]([F:22])[CH:16]=2)([CH3:14])[N:11]([CH2:23][C:24]#[C:25][C:26]2[CH:27]=[C:28]3[CH2:43][C@@:33]4([C:41]5[C:36](=[N:37][CH:38]=[CH:39][CH:40]=5)[NH:35][C:34]4=[O:42])[CH2:32][C:29]3=[N:30][CH:31]=2)[C:10](=[O:44])[C:5]21[CH2:9][CH2:8][CH2:7][CH2:6]2.C(O)(C(F)(F)[F:48])=O, predict the reaction product. The product is: [F:21][C:19]1[CH:20]=[C:15]([C@@:12]2([CH3:14])[N:11]([CH2:23][C:24]#[C:25][C:26]3[CH:27]=[C:28]4[CH2:43][C@@:33]5([C:41]6[C:36](=[N:37][CH:38]=[CH:39][CH:40]=6)[NH:35][C:34]5=[O:42])[CH2:32][C:29]4=[N:30][CH:31]=3)[C:10](=[O:44])[C:5]3([CH2:6][CH2:7][CH2:8][CH2:9]3)[N:4]([CH2:3][CH2:2][F:48])[CH2:13]2)[CH:16]=[C:17]([F:22])[CH:18]=1. (6) Given the reactants F[C:2]1[CH:7]=[CH:6][C:5]([S:8]([NH2:11])(=[O:10])=[O:9])=[CH:4][C:3]=1[N+:12]([O-:14])=[O:13].[CH:15]1([CH2:21][NH2:22])[CH2:20][CH2:19][CH2:18][CH2:17][CH2:16]1.C(N(C(C)C)CC)(C)C.O, predict the reaction product. The product is: [CH:15]1([CH2:21][NH:22][C:2]2[CH:7]=[CH:6][C:5]([S:8]([NH2:11])(=[O:10])=[O:9])=[CH:4][C:3]=2[N+:12]([O-:14])=[O:13])[CH2:20][CH2:19][CH2:18][CH2:17][CH2:16]1. (7) Given the reactants O.[OH-].[Li+].C([O:6][C:7](=[O:35])[CH:8]([O:32][CH2:33][CH3:34])[CH2:9][C:10]1[CH:15]=[CH:14][C:13]([O:16][CH2:17][CH2:18][C:19]2[CH:24]=[CH:23][C:22]([N:25]([C:27](=[O:31])[CH:28]([CH3:30])[CH3:29])[CH3:26])=[CH:21][CH:20]=2)=[CH:12][CH:11]=1)C.Cl, predict the reaction product. The product is: [CH2:33]([O:32][CH:8]([CH2:9][C:10]1[CH:15]=[CH:14][C:13]([O:16][CH2:17][CH2:18][C:19]2[CH:24]=[CH:23][C:22]([N:25]([C:27](=[O:31])[CH:28]([CH3:30])[CH3:29])[CH3:26])=[CH:21][CH:20]=2)=[CH:12][CH:11]=1)[C:7]([OH:35])=[O:6])[CH3:34]. (8) Given the reactants Cl.Cl.[NH:3]1[CH2:8][CH2:7][CH:6](/[CH:9]=[C:10]2/[C:11]([NH:16][CH2:17][C:18]#[CH:19])=[N:12][C:13](=[O:15])[S:14]/2)[CH2:5][CH2:4]1.[Cl:20][C:21]1[CH:28]=[CH:27][C:24]([CH:25]=O)=[C:23]([C:29]([F:32])([F:31])[F:30])[CH:22]=1.C(N(CC)CC)C.C(O[BH-](OC(=O)C)OC(=O)C)(=O)C.[Na+], predict the reaction product. The product is: [Cl:20][C:21]1[CH:28]=[CH:27][C:24]([CH2:25][N:3]2[CH2:8][CH2:7][CH:6](/[CH:9]=[C:10]3/[C:11]([NH:16][CH2:17][C:18]#[CH:19])=[N:12][C:13](=[O:15])[S:14]/3)[CH2:5][CH2:4]2)=[C:23]([C:29]([F:30])([F:31])[F:32])[CH:22]=1. (9) Given the reactants [CH:1]1([NH:6][C:7]2[N:11]3[N:12]=[CH:13][C:14]([C:15]#[N:16])=[C:10]3[NH:9][C:8]=2[C:17]2[CH:22]=[CH:21][C:20]([O:23][CH3:24])=[CH:19][C:18]=2[O:25][CH3:26])[CH2:5][CH2:4][CH2:3][CH2:2]1.[OH2:27], predict the reaction product. The product is: [NH2:9][C:10]1[N:11](/[C:7](=[N:6]/[CH:1]2[CH2:5][CH2:4][CH2:3][CH2:2]2)/[C:8]([C:17]2[CH:22]=[CH:21][C:20]([O:23][CH3:24])=[CH:19][C:18]=2[O:25][CH3:26])=[O:27])[N:12]=[CH:13][C:14]=1[C:15]#[N:16].